Task: Predict which catalyst facilitates the given reaction.. Dataset: Catalyst prediction with 721,799 reactions and 888 catalyst types from USPTO (1) Reactant: [C:1]([C:5]([OH:7])=[O:6])([F:4])([F:3])[F:2].C([O:12][C:13](=[O:35])[C@H:14]([CH3:34])[NH:15][S:16]([C:19]1[CH:28]=[C:27]2[C:22]([C:23]([Cl:33])=[CH:24][N:25]=[C:26]2[NH:29][C:30]([NH2:32])=[NH:31])=[CH:21][CH:20]=1)(=[O:18])=[O:17])(C)(C)C. Product: [F:2][C:1]([F:4])([F:3])[C:5]([OH:7])=[O:6].[Cl:33][C:23]1[C:22]2[C:27](=[CH:28][C:19]([S:16]([NH:15][C@H:14]([C:13]([OH:35])=[O:12])[CH3:34])(=[O:17])=[O:18])=[CH:20][CH:21]=2)[C:26]([NH:29][C:30]([NH2:32])=[NH:31])=[N:25][CH:24]=1. The catalyst class is: 2. (2) Reactant: B(Cl)(Cl)Cl.C([O:12][CH2:13][CH2:14][N:15]([C:22]1[CH:27]=[C:26]([CH3:28])[C:25]([Br:29])=[C:24]([CH3:30])[CH:23]=1)[C:16]([NH:18][CH2:19][CH2:20][OH:21])=[O:17])C1C=CC=CC=1.C(=O)(O)[O-].[Na+]. Product: [Br:29][C:25]1[C:24]([CH3:30])=[CH:23][C:22]([N:15]([CH2:14][CH2:13][OH:12])[C:16]([NH:18][CH2:19][CH2:20][OH:21])=[O:17])=[CH:27][C:26]=1[CH3:28]. The catalyst class is: 4. (3) Reactant: [Cl:1][C:2]1[CH:3]=[CH:4][C:5]([C:8]([NH:10][C:11]2[CH:12]=[C:13]([C@:17]34[CH2:26][CH2:25][O:24][CH2:23][CH:22]3[CH2:21][S:20][C:19]([NH:27]C(=O)OC(C)(C)C)=[N:18]4)[CH:14]=[CH:15][CH:16]=2)=[O:9])=[N:6][CH:7]=1.C(O)(C(F)(F)F)=O. Product: [NH3:6].[ClH:1].[ClH:1].[NH2:27][C:19]1[S:20][CH2:21][CH:22]2[CH2:23][O:24][CH2:25][CH2:26][C@:17]2([C:13]2[CH:12]=[C:11]([NH:10][C:8](=[O:9])[C:5]3[CH:4]=[CH:3][C:2]([Cl:1])=[CH:7][N:6]=3)[CH:16]=[CH:15][CH:14]=2)[N:18]=1. The catalyst class is: 2. (4) Reactant: Cl[C:2]1[C:11]2[C:6](=[CH:7][CH:8]=[C:9]([Cl:12])[CH:10]=2)[N:5]([CH3:13])[C:4](=[O:14])[C:3]=1[C:15]#[N:16].[NH:17]1[CH2:22][CH2:21][NH:20][CH2:19][CH2:18]1. Product: [Cl:12][C:9]1[CH:10]=[C:11]2[C:6](=[CH:7][CH:8]=1)[N:5]([CH3:13])[C:4](=[O:14])[C:3]([C:15]#[N:16])=[C:2]2[N:17]1[CH2:22][CH2:21][NH:20][CH2:19][CH2:18]1. The catalyst class is: 4.